Dataset: Catalyst prediction with 721,799 reactions and 888 catalyst types from USPTO. Task: Predict which catalyst facilitates the given reaction. Reactant: [CH:1]1([CH2:6][CH:7]([C:11]2[CH:16]=[CH:15][C:14]([S:17]([CH2:20][O:21][CH3:22])(=[O:19])=[O:18])=[CH:13][CH:12]=2)[C:8](O)=[O:9])[CH2:5][CH2:4][CH2:3][CH2:2]1.F[P-](F)(F)(F)(F)F.N1(O[P+](N(C)C)(N(C)C)N(C)C)C2C=CC=CC=2N=N1.[NH2:50][C:51]1[S:52][CH:53]=[CH:54][N:55]=1.C(N(CC)CC)C.C(=O)(O)[O-].[Na+]. Product: [CH:1]1([CH2:6][CH:7]([C:11]2[CH:16]=[CH:15][C:14]([S:17]([CH2:20][O:21][CH3:22])(=[O:19])=[O:18])=[CH:13][CH:12]=2)[C:8]([NH:50][C:51]2[S:52][CH:53]=[CH:54][N:55]=2)=[O:9])[CH2:2][CH2:3][CH2:4][CH2:5]1. The catalyst class is: 2.